This data is from Full USPTO retrosynthesis dataset with 1.9M reactions from patents (1976-2016). The task is: Predict the reactants needed to synthesize the given product. (1) Given the product [NH2:31][C:30]1[N:22]=[CH:23][N:24]=[C:25]2[C:29]=1[N:28]=[CH:27][N:26]2[CH2:2][C:3]1[N:12]([C:13]2[CH:18]=[CH:17][CH:16]=[CH:15][C:14]=2[Cl:19])[C:11](=[O:20])[C:10]2[C:5](=[CH:6][CH:7]=[CH:8][C:9]=2[F:21])[N:4]=1, predict the reactants needed to synthesize it. The reactants are: Cl[CH2:2][C:3]1[N:12]([C:13]2[CH:18]=[CH:17][CH:16]=[CH:15][C:14]=2[Cl:19])[C:11](=[O:20])[C:10]2[C:5](=[CH:6][CH:7]=[CH:8][C:9]=2[F:21])[N:4]=1.[N:22]1[C:30]([NH2:31])=[C:29]2[C:25]([N:26]=[CH:27][NH:28]2)=[N:24][CH:23]=1.C([O-])([O-])=O.[K+].[K+]. (2) Given the product [F:20][C:21]1[CH:29]=[CH:28][C:24]([C:25]([NH:12][C@@H:3]2[CH2:4][CH2:5][C:6]3[C:11](=[CH:10][CH:9]=[CH:8][CH:7]=3)[CH2:2]2)=[O:26])=[CH:23][CH:22]=1, predict the reactants needed to synthesize it. The reactants are: Cl.[CH2:2]1[C:11]2[C:6](=[CH:7][CH:8]=[CH:9][CH:10]=2)[CH2:5][CH2:4][C@H:3]1[NH2:12].C(N(CC)CC)C.[F:20][C:21]1[CH:29]=[CH:28][C:24]([C:25](Cl)=[O:26])=[CH:23][CH:22]=1.O. (3) Given the product [Cl:1][C:2]1[CH:10]=[CH:9][CH:8]=[C:7]2[C:3]=1[CH:4]=[CH:5][N:6]2[CH3:15], predict the reactants needed to synthesize it. The reactants are: [Cl:1][C:2]1[CH:10]=[CH:9][CH:8]=[C:7]2[C:3]=1[CH:4]=[CH:5][NH:6]2.[H-].[Na+].IC.[C:15](OCC)(=O)C. (4) Given the product [N+:23]([C:16]1[CH:15]=[C:14]([S:12]([CH2:11][CH2:10][CH2:9][CH2:8][NH:7][C:6]([O:5][C:1]([CH3:4])([CH3:2])[CH3:3])=[O:26])(=[N:31][C:29](=[O:30])[C:28]([F:33])([F:32])[F:27])=[O:13])[CH:19]=[C:18]([N+:20]([O-:22])=[O:21])[CH:17]=1)([O-:25])=[O:24], predict the reactants needed to synthesize it. The reactants are: [C:1]([O:5][C:6](=[O:26])[NH:7][CH2:8][CH2:9][CH2:10][CH2:11][S:12]([C:14]1[CH:19]=[C:18]([N+:20]([O-:22])=[O:21])[CH:17]=[C:16]([N+:23]([O-:25])=[O:24])[CH:15]=1)=[O:13])([CH3:4])([CH3:3])[CH3:2].[F:27][C:28]([F:33])([F:32])[C:29]([NH2:31])=[O:30].[O-2].[Mg+2].C(O)(=O)C.C(O)(=O)C.I(C1C=CC=CC=1)=O. (5) Given the product [F:9][C:4]1[CH:5]=[CH:6][CH:7]=[CH:8][C:3]=1[CH2:2][O:20][C:19]1[CH:18]=[CH:17][C:14]([CH:15]=[O:16])=[CH:13][C:12]=1[O:11][CH3:10], predict the reactants needed to synthesize it. The reactants are: Br[CH2:2][C:3]1[CH:8]=[CH:7][CH:6]=[CH:5][C:4]=1[F:9].[CH3:10][O:11][C:12]1[CH:13]=[C:14]([CH:17]=[CH:18][C:19]=1[OH:20])[CH:15]=[O:16].C([O-])([O-])=O.[K+].[K+]. (6) The reactants are: C([O:3][C:4](=[O:10])[CH2:5][C@H:6]([NH2:9])[CH2:7][CH3:8])C.Br[C:12]1[CH:17]=[CH:16][C:15]([C:18]([F:21])([F:20])[F:19])=[CH:14][CH:13]=1.C(=O)([O-])[O-].[K+].[K+].Cl. Given the product [F:19][C:18]([F:21])([F:20])[C:15]1[CH:16]=[CH:17][C:12]([NH:9][C@H:6]([CH2:7][CH3:8])[CH2:5][C:4]([OH:3])=[O:10])=[CH:13][CH:14]=1, predict the reactants needed to synthesize it. (7) Given the product [CH3:7][N:8]1[C:17]2[NH:16][C:15]3[CH:18]=[C:19]([CH3:22])[CH:20]=[CH:21][C:14]=3[N:13]([C:23]([CH:25]3[CH2:26][CH2:27][CH:28]([CH2:31][NH:32][C:33](=[O:41])[CH2:34][CH:35]4[CH2:36][CH2:37][N:38]([S:2]([CH3:1])(=[O:4])=[O:3])[CH2:39][CH2:40]4)[CH2:29][CH2:30]3)=[O:24])[CH2:12][C:11]=2[CH:10]=[N:9]1, predict the reactants needed to synthesize it. The reactants are: [CH3:1][S:2](Cl)(=[O:4])=[O:3].Cl.[CH3:7][N:8]1[C:17]2[NH:16][C:15]3[CH:18]=[C:19]([CH3:22])[CH:20]=[CH:21][C:14]=3[N:13]([C:23]([CH:25]3[CH2:30][CH2:29][CH:28]([CH2:31][NH:32][C:33](=[O:41])[CH2:34][CH:35]4[CH2:40][CH2:39][NH:38][CH2:37][CH2:36]4)[CH2:27][CH2:26]3)=[O:24])[CH2:12][C:11]=2[CH:10]=[N:9]1. (8) Given the product [C:4]([O:3][C:1]([NH:8][C@@H:9]([CH2:13][C:14]1[CH:15]=[CH:16][C:17]2[O:18][C:22](=[O:23])[O:20][C:19]=2[CH:21]=1)[C:10]([OH:12])=[O:11])=[O:2])([CH3:6])([CH3:7])[CH3:5], predict the reactants needed to synthesize it. The reactants are: [C:1]([NH:8][C@@H:9]([CH2:13][C:14]1[CH:21]=[C:19]([OH:20])[C:17]([OH:18])=[CH:16][CH:15]=1)[C:10]([OH:12])=[O:11])([O:3][C:4]([CH3:7])([CH3:6])[CH3:5])=[O:2].[C:22](=O)(ON1C(=O)CCC1=O)[O:23]N1C(=O)CCC1=O.C(N(CC)CC)C. (9) The reactants are: Cl[C:2]1[CH:3]=[CH:4][C:5]2[S:9][CH:8]=[C:7]([CH2:10][CH2:11]I)[C:6]=2[CH:13]=1.N1CC=C([N:20]2[C:28]3[C:23](=[CH:24][CH:25]=[CH:26][CH:27]=3)[CH:22]=[CH:21]2)CC1.C([N:32]([CH2:36][CH3:37])[CH:33]([CH3:35])C)(C)C.[CH3:38]S(C)=O. Given the product [S:9]1[C:5]2[CH:4]=[CH:3][CH:2]=[CH:13][C:6]=2[C:7]([CH2:10][CH2:11][N:32]2[CH2:33][CH:35]=[C:38]([C:22]3[C:23]4[C:28](=[CH:27][CH:26]=[CH:25][CH:24]=4)[NH:20][CH:21]=3)[CH2:37][CH2:36]2)=[CH:8]1, predict the reactants needed to synthesize it. (10) Given the product [Cl:32][C:33]1[CH:41]=[CH:40][CH:39]=[C:38]2[C:34]=1[CH2:35][CH2:36][N:37]2[C:16](=[O:18])[CH2:15][C:3]1[N:2]([CH3:1])[C:7](=[S:8])[CH:6]=[C:5]([N:9]2[CH2:10][CH2:11][O:12][CH2:13][CH2:14]2)[N:4]=1, predict the reactants needed to synthesize it. The reactants are: [CH3:1][N:2]1[C:7](=[S:8])[CH:6]=[C:5]([N:9]2[CH2:14][CH2:13][O:12][CH2:11][CH2:10]2)[N:4]=[C:3]1[CH2:15][C:16]([O-:18])=O.[Na+].Cl.CN(C)CCCN=C=NCC.[Cl:32][C:33]1[CH:41]=[CH:40][CH:39]=[C:38]2[C:34]=1[CH2:35][CH2:36][NH:37]2.